This data is from Full USPTO retrosynthesis dataset with 1.9M reactions from patents (1976-2016). The task is: Predict the reactants needed to synthesize the given product. (1) Given the product [F:10][C:9]1[CH:8]=[CH:7][CH:6]=[C:5]2[C:4]=1[O:26][C:14]1[CH:15]=[C:16]([N:20]3[CH2:25][CH2:24][O:23][CH2:22][CH2:21]3)[CH:17]=[C:18]([OH:19])[C:13]=1[C:11]2=[O:12], predict the reactants needed to synthesize it. The reactants are: [H-].[Na+].F[C:4]1[C:9]([F:10])=[CH:8][CH:7]=[CH:6][C:5]=1[C:11]([C:13]1[C:18]([OH:19])=[CH:17][C:16]([N:20]2[CH2:25][CH2:24][O:23][CH2:22][CH2:21]2)=[CH:15][C:14]=1[OH:26])=[O:12].CCOC(C)=O. (2) Given the product [NH2:8][C@@H:9]([CH2:33][CH2:34][C:35]1[N:39]([C:40]2[CH:45]=[CH:44][CH:43]=[CH:42][CH:41]=2)[C:38]2[CH:46]=[C:47]([Cl:51])[C:48]([Cl:50])=[CH:49][C:37]=2[N:36]=1)[C:10]([NH:12][OH:13])=[O:11], predict the reactants needed to synthesize it. The reactants are: C(OC([NH:8][C@@H:9]([CH2:33][CH2:34][C:35]1[N:39]([C:40]2[CH:45]=[CH:44][CH:43]=[CH:42][CH:41]=2)[C:38]2[CH:46]=[C:47]([Cl:51])[C:48]([Cl:50])=[CH:49][C:37]=2[N:36]=1)[C:10]([NH:12][O:13]C(C1C=CC=CC=1)(C1C=CC=CC=1)C1C=CC=CC=1)=[O:11])=O)(C)(C)C.Cl.O1CCOCC1. (3) Given the product [CH2:11]([S:8]([C:6]1[CH:5]=[CH:4][C:3]2[O:13][C:14]([SH:15])=[N:1][C:2]=2[CH:7]=1)(=[O:10])=[O:9])[CH3:12], predict the reactants needed to synthesize it. The reactants are: [NH2:1][C:2]1[CH:7]=[C:6]([S:8]([CH2:11][CH3:12])(=[O:10])=[O:9])[CH:5]=[CH:4][C:3]=1[OH:13].[C:14](=S)=[S:15].[OH-].[K+].